From a dataset of Catalyst prediction with 721,799 reactions and 888 catalyst types from USPTO. Predict which catalyst facilitates the given reaction. (1) Reactant: [CH3:1][N:2]1[C:6]2=[N:7][CH:8]=[CH:9][CH:10]=[C:5]2[N:4]=[C:3]1[O:11][C:12]1[CH:17]=[CH:16][C:15](B2OC(C)(C)C(C)(C)O2)=[CH:14][CH:13]=1.Br[C:28]1[C:32]2=[N:33][CH:34]=[CH:35][CH:36]=[C:31]2[N:30]([CH:37]2[CH2:40][CH2:39][CH2:38]2)[N:29]=1.C([O-])([O-])=O.[Na+].[Na+]. Product: [CH:37]1([N:30]2[C:31]3[C:32](=[N:33][CH:34]=[CH:35][CH:36]=3)[C:28]([C:15]3[CH:14]=[CH:13][C:12]([O:11][C:3]4[N:2]([CH3:1])[C:6]5=[N:7][CH:8]=[CH:9][CH:10]=[C:5]5[N:4]=4)=[CH:17][CH:16]=3)=[N:29]2)[CH2:40][CH2:39][CH2:38]1. The catalyst class is: 108. (2) Reactant: I[CH2:2][CH2:3][CH3:4].[C:5]([O:16][CH3:17])(=[O:15])[C:6]1[C:7](=[CH:9][C:10](=[CH:12][C:13]=1[CH3:14])[OH:11])[OH:8].C(=O)(O)[O-].[Na+]. Product: [CH3:17][O:16][C:5](=[O:15])[C:6]1[C:13]([CH3:14])=[CH:12][C:10]([O:11][CH2:2][CH2:3][CH3:4])=[CH:9][C:7]=1[OH:8]. The catalyst class is: 3. (3) Reactant: [N+]([O-])(O)=O.[N+:5]([C:8]1[CH:18]=[CH:17][C:11]2[CH2:12][CH2:13][NH:14][CH2:15][CH2:16][C:10]=2[CH:9]=1)([O-:7])=[O:6].C([O-])([O-])=O.[Cs+].[Cs+].[CH2:25](Br)[C:26]#[CH:27]. Product: [N+:5]([C:8]1[CH:18]=[CH:17][C:11]2[CH2:12][CH2:13][N:14]([CH2:27][C:26]#[CH:25])[CH2:15][CH2:16][C:10]=2[CH:9]=1)([O-:7])=[O:6]. The catalyst class is: 21. (4) Reactant: ClC1C=CC=[C:4]([C:8]([O:10]O)=[O:9])C=1.[CH2:12]([O:14][C:15](=[O:35])[NH:16][CH2:17][CH2:18][C:19]1[CH:24]=[CH:23][C:22]([O:25][C:26]2[CH:31]=[CH:30][C:29](C(=O)C)=[CH:28][CH:27]=2)=[CH:21][CH:20]=1)[CH3:13]. Product: [CH2:12]([O:14][C:15]([NH:16][CH2:17][CH2:18][C:19]1[CH:20]=[CH:21][C:22]([O:25][C:26]2[CH:27]=[CH:28][C:29]([O:10][C:8](=[O:9])[CH3:4])=[CH:30][CH:31]=2)=[CH:23][CH:24]=1)=[O:35])[CH3:13]. The catalyst class is: 22.